The task is: Predict the product of the given reaction.. This data is from Forward reaction prediction with 1.9M reactions from USPTO patents (1976-2016). (1) Given the reactants [CH:1]([C:3]1[CH:4]=[C:5]([C:9]2[N:10]([CH3:20])[C:11]3[C:16]([C:17]=2[C:18]#[N:19])=[CH:15][CH:14]=[CH:13][CH:12]=3)[CH:6]=[N:7][CH:8]=1)=O.[CH2:21]([S:23]([NH2:26])(=[O:25])=[O:24])[CH3:22], predict the reaction product. The product is: [C:18]([C:17]1[C:16]2[C:11](=[CH:12][CH:13]=[CH:14][CH:15]=2)[N:10]([CH3:20])[C:9]=1[C:5]1[CH:4]=[C:3]([CH2:1][NH:26][S:23]([CH2:21][CH3:22])(=[O:25])=[O:24])[CH:8]=[N:7][CH:6]=1)#[N:19]. (2) Given the reactants [I:1][C:2]1[N:6]([CH3:7])[C:5]([C:8]2[CH:13]=[CH:12][CH:11]=[CH:10][N:9]=2)=[N:4][C:3]=1[C:14]1[CH:23]=[CH:22][C:17]([C:18]([O:20]C)=[O:19])=[CH:16][CH:15]=1.[OH-].[Li+], predict the reaction product. The product is: [I:1][C:2]1[N:6]([CH3:7])[C:5]([C:8]2[CH:13]=[CH:12][CH:11]=[CH:10][N:9]=2)=[N:4][C:3]=1[C:14]1[CH:23]=[CH:22][C:17]([C:18]([OH:20])=[O:19])=[CH:16][CH:15]=1. (3) Given the reactants C(OC([N:8]1[CH2:20][CH2:19][C:11]2([O:15][N:14]=[C:13]([C:16](O)=[O:17])[CH2:12]2)[CH2:10][CH2:9]1)=O)(C)(C)C.C(Cl)CCl.C1C=CC2N(O)N=[N:31]C=2C=1.C(N)CC1C=CC=CC=1, predict the reaction product. The product is: [O:15]1[C:11]2([CH2:19][CH2:20][NH:8][CH2:9][CH2:10]2)[CH2:12][C:13]([C:16]([NH2:31])=[O:17])=[N:14]1. (4) Given the reactants [Br:1][C:2]1[C:3]([Cl:20])=[C:4]([C:16]([F:19])([F:18])[F:17])[C:5]([NH:8]C(=O)OC(C)(C)C)=[N:6][CH:7]=1.C(O)(C(F)(F)F)=O, predict the reaction product. The product is: [Br:1][C:2]1[C:3]([Cl:20])=[C:4]([C:16]([F:17])([F:18])[F:19])[C:5]([NH2:8])=[N:6][CH:7]=1. (5) Given the reactants [CH3:1][CH:2]1[C:13]2[C:14]3[C:6](=[CH:7][N:8]([S:23]([C:26]4[CH:31]=[CH:30][CH:29]=[CH:28][CH:27]=4)(=[O:25])=[O:24])[C:9]=3[CH:10]=[CH:11][C:12]=2[O:15][S:16]([C:19]([F:22])([F:21])[F:20])(=[O:18])=[O:17])[CH2:5][CH2:4][N:3]1C(OC(C)(C)C)=O.C(Cl)Cl.[C:42]([OH:48])([C:44]([F:47])([F:46])[F:45])=[O:43], predict the reaction product. The product is: [F:45][C:44]([F:47])([F:46])[C:42]([OH:48])=[O:43].[F:21][C:19]([F:20])([F:22])[S:16]([O:15][C:12]1[CH:11]=[CH:10][C:9]2[N:8]([S:23]([C:26]3[CH:27]=[CH:28][CH:29]=[CH:30][CH:31]=3)(=[O:24])=[O:25])[CH:7]=[C:6]3[CH2:5][CH2:4][NH:3][CH:2]([CH3:1])[C:13]=1[C:14]=23)(=[O:17])=[O:18].